From a dataset of Reaction yield outcomes from USPTO patents with 853,638 reactions. Predict the reaction yield, written as a fraction of the theoretical maximum amount of product (1.0 means a 100% yield; for example, 0.34 means a 34% yield). (1) The reactants are [Br:1][C:2]1[CH:3]=[C:4]([CH:12]([CH2:16][CH:17]2[CH2:21][CH2:20][CH2:19][CH2:18]2)[C:13]([OH:15])=O)[CH:5]=[CH:6][C:7]=1[S:8]([CH3:11])(=[O:10])=[O:9].C(N(CC)CC)C.F[P-](F)(F)(F)(F)F.N1(O[P+](N(C)C)(N(C)C)N(C)C)C2C=CC=CC=2N=N1.[NH2:56][C:57]1[NH:58][C:59]2[CH:65]=[CH:64][CH:63]=[CH:62][C:60]=2[N:61]=1. The catalyst is C(Cl)Cl. The product is [NH:58]1[C:59]2[CH:65]=[CH:64][CH:63]=[CH:62][C:60]=2[N:61]=[C:57]1[NH:56][C:13](=[O:15])[CH:12]([C:4]1[CH:5]=[CH:6][C:7]([S:8]([CH3:11])(=[O:9])=[O:10])=[C:2]([Br:1])[CH:3]=1)[CH2:16][CH:17]1[CH2:21][CH2:20][CH2:19][CH2:18]1. The yield is 0.530. (2) The reactants are [CH2:1]1[C:9]2[C:4](=[CH:5][CH:6]=[CH:7][CH:8]=2)[CH2:3][CH:2]1[C@H:10]1[NH:15][C:14](=[O:16])[C@@H:13]([C@@H:17]([CH3:20])[CH2:18][CH3:19])[N:12]([CH:21]([C:39]2[CH:40]=[N:41][C:42]([CH3:46])=[CH:43][C:44]=2[CH3:45])[C:22]([NH:24][C:25]2[CH:30]=[CH:29][CH:28]=[CH:27][C:26]=2[O:31]CC2C=CC=CC=2)=[O:23])[C:11]1=[O:47]. The catalyst is C(O)C.[Pd]. The product is [CH2:1]1[C:9]2[C:4](=[CH:5][CH:6]=[CH:7][CH:8]=2)[CH2:3][CH:2]1[C@H:10]1[NH:15][C:14](=[O:16])[C@@H:13]([C@@H:17]([CH3:20])[CH2:18][CH3:19])[N:12]([CH:21]([C:39]2[CH:40]=[N:41][C:42]([CH3:46])=[CH:43][C:44]=2[CH3:45])[C:22]([NH:24][C:25]2[CH:30]=[CH:29][CH:28]=[CH:27][C:26]=2[OH:31])=[O:23])[C:11]1=[O:47]. The yield is 0.870. (3) The reactants are [CH3:1][O:2][C:3](=[O:18])[C:4]1[CH:9]=[C:8]([C:10]2[CH:15]=[CH:14][C:13]([CH3:16])=[CH:12][N:11]=2)[CH:7]=[C:6]([NH2:17])[CH:5]=1.[N-:19]=[N+:20]=[N-:21].[Na+].[CH:23](OCC)(OCC)OCC. The catalyst is CC(O)=O. The product is [CH3:1][O:2][C:3](=[O:18])[C:4]1[CH:5]=[C:6]([N:17]2[CH:23]=[N:21][N:20]=[N:19]2)[CH:7]=[C:8]([C:10]2[CH:15]=[CH:14][C:13]([CH3:16])=[CH:12][N:11]=2)[CH:9]=1. The yield is 1.00.